Dataset: Full USPTO retrosynthesis dataset with 1.9M reactions from patents (1976-2016). Task: Predict the reactants needed to synthesize the given product. (1) The reactants are: [CH2:1]([O:8][C:9]1[C:10]([C:28]([OH:30])=O)=[N:11][C:12]([CH2:16][C:17]2([C:22]3[CH:27]=[CH:26][CH:25]=[CH:24][CH:23]=3)[CH2:21][CH2:20][CH2:19][CH2:18]2)=[N:13][C:14]=1[OH:15])[C:2]1[CH:7]=[CH:6][CH:5]=[CH:4][CH:3]=1.[Si:31]([O:38][CH2:39][CH2:40][NH:41][CH:42]1[CH2:46][CH2:45][CH2:44][CH2:43]1)([C:34]([CH3:37])([CH3:36])[CH3:35])([CH3:33])[CH3:32].C(N(CC)C(C)C)(C)C.CN(C(ON1N=NC2C=CC=NC1=2)=[N+](C)C)C.F[P-](F)(F)(F)(F)F. Given the product [Si:31]([O:38][CH2:39][CH2:40][N:41]([CH:42]1[CH2:43][CH2:44][CH2:45][CH2:46]1)[C:28]([C:10]1[C:9]([O:8][CH2:1][C:2]2[CH:3]=[CH:4][CH:5]=[CH:6][CH:7]=2)=[C:14]([OH:15])[N:13]=[C:12]([CH2:16][C:17]2([C:22]3[CH:23]=[CH:24][CH:25]=[CH:26][CH:27]=3)[CH2:21][CH2:20][CH2:19][CH2:18]2)[N:11]=1)=[O:30])([C:34]([CH3:37])([CH3:36])[CH3:35])([CH3:33])[CH3:32], predict the reactants needed to synthesize it. (2) The reactants are: [CH3:1][C:2]([CH3:23])([CH3:22])[CH2:3][C:4](=[O:21])[CH2:5][C@@H:6]([CH2:18][CH:19]=[CH2:20])[C:7]([NH:9][C@@H:10]([CH2:16][OH:17])[C:11]([O:13][CH2:14][CH3:15])=[O:12])=O.Cl.C(N(CC)CC)C.[OH-].COC(NS([N+](CC)(CC)CC)(=O)=O)=O. Given the product [CH3:1][C:2]([CH3:23])([CH3:22])[CH2:3][C:4](=[O:21])[CH2:5][C@H:6]([C:7]1[O:17][CH2:16][C@@H:10]([C:11]([O:13][CH2:14][CH3:15])=[O:12])[N:9]=1)[CH2:18][CH:19]=[CH2:20], predict the reactants needed to synthesize it. (3) Given the product [Cl:30][C:8]1[C:9]([CH:11]([S:20]([C:23]2[CH:28]=[CH:27][C:26]([Cl:29])=[CH:25][CH:24]=2)(=[O:22])=[O:21])[C:12]2[CH:17]=[C:16]([F:18])[CH:15]=[CH:14][C:13]=2[F:19])=[CH:10][C:5]([NH:32][NH2:33])=[N:6][CH:7]=1, predict the reactants needed to synthesize it. The reactants are: C(O)C.Cl[C:5]1[CH:10]=[C:9]([CH:11]([S:20]([C:23]2[CH:28]=[CH:27][C:26]([Cl:29])=[CH:25][CH:24]=2)(=[O:22])=[O:21])[C:12]2[CH:17]=[C:16]([F:18])[CH:15]=[CH:14][C:13]=2[F:19])[C:8]([Cl:30])=[CH:7][N:6]=1.O.[NH2:32][NH2:33]. (4) Given the product [Cl:1][C:2]1[CH:23]=[C:22]([Cl:24])[CH:21]=[CH:20][C:3]=1[CH2:4][N:5]1[CH:9]=[C:8]([CH2:10][CH2:11][CH2:12][OH:13])[C:7]([O:17][CH2:18][CH3:19])=[N:6]1, predict the reactants needed to synthesize it. The reactants are: [Cl:1][C:2]1[CH:23]=[C:22]([Cl:24])[CH:21]=[CH:20][C:3]=1[CH2:4][N:5]1[CH:9]=[C:8]([CH2:10][CH2:11][C:12](OCC)=[O:13])[C:7]([O:17][CH2:18][CH3:19])=[N:6]1.[H-].[Al+3].[Li+].[H-].[H-].[H-].O.O.O.O.O.O.O.O.O.O.S([O-])([O-])(=O)=O.[Na+].[Na+].